This data is from Experimentally validated miRNA-target interactions with 360,000+ pairs, plus equal number of negative samples. The task is: Binary Classification. Given a miRNA mature sequence and a target amino acid sequence, predict their likelihood of interaction. (1) The miRNA is dre-miR-133b-3p with sequence UUUGGUCCCCUUCAACCAGCUA. The protein sequence of the target gene is MGEDDAALRASGRGLSDPWADSVGVRPRTTERHIAVHKRLVLAFAVSIVALLAVTMLAVLLSLRFDECGASAAMPGTDGGLGGFPERDSNSSFPGSARRNHHAGGESSQRESGEVGTPGTPSAQPPSEEEREQWQPWTQLRLSGHLKPLHYNLMLTAFMENFTFSGEVNVEIACRNATRYVVLHASRVAVEKVQVAEDRAFGAVPVAGFFLYPQTQVLVVVLNRTLDAQRHYNLKIIYNALIENELLGFFRSSYVIHGERRFLGVTQFSPTHARKAFPCFDEPIYKATFKISIKHQATYL.... Result: 0 (no interaction). (2) The miRNA is hsa-miR-3143 with sequence AUAACAUUGUAAAGCGCUUCUUUCG. The protein sequence of the target gene is MAVPPTYADLGKSARDVFTKGYGFGLIKLDLKTKSENGLEFTSSGSANTETTKVTGSLETKYRWTEYGLTFTEKWNTDNTLGTEITVEDQLARGLKLTFDSSFSPNTGKKNAKIKTGYKREHINLGCDMDFDIAGPSIRGALVLGYEGWLAGYQMNFETAKSRVTQSNFAVGYKTDEFQLHTNVNDGTEFGGSIYQKVNKKLETAVNLAWTAGNSNTRFGIAAKYQIDPDACFSAKVNNSSLIGLGYTQTLKPGIKLTLSALLDGKNVNAGGHKLGLGLEFQA. Result: 0 (no interaction). (3) The miRNA is mmu-miR-3475-3p with sequence UCUGGAGGCACAUGGUUUGAA. The protein sequence of the target gene is MAPRSVLETIQSVLQKNMVREFLAEFLSTYVMMVFGLGSVAHMVLGENSGSYLGVNLGFGFGVTMGVHVAGGISGAHMNAAVTFTNCALGRMTWKKFPVYVLGQFLGSFSAAATTYLIFYGAINHFAGGDLLVTGSKATANIFATYLPEYMTLWRGFLDEAFVTGMLQLCLFAITDKKNSPALQGTEPLVIGILVTVLGVSLGMNSGYAINPSRDLPPRLFTFIAGWGKQVFRAGNNWWWVPVVAPLLGAYLGGIVYLGLIHPSIPQDPQRLENFTARDQKVTASYKNAASANISGSVPL.... Result: 0 (no interaction). (4) The miRNA is hsa-miR-211-5p with sequence UUCCCUUUGUCAUCCUUCGCCU. The protein sequence of the target gene is MESEGPPESESSEFFSQQEEENEEEEAQEPEETGPKNPLLQPALTGDVEGLQKIFEDPENPHHEQAMQLLLEEDIVGRNLLYAACMAGQSDVIRALAKYGVNLNEKTTRGYTLLHCAAAWGRLETLKALVELDVDIEALNFREERARDVAARYSQTECVEFLDWADARLTLKKYIAKVSLAVTDTEKGSGKLLKEDKNTILSACRAKNEWLETHTEASINELFEQRQQLEDIVTPIFTKMTTPCQVKSAKSVTSHDQKRSQDDTSN. Result: 1 (interaction). (5) The miRNA is hsa-miR-195-3p with sequence CCAAUAUUGGCUGUGCUGCUCC. The protein sequence of the target gene is MPWRRRRNRVSALEGGREEEAPPEAAAVPPALLTSPQQTEAAAERILLRGIFEIGRDSCDVVLSERALRWRPIQPERPAGDSKYDLLCKEEFIELKDIFSVKLKRRCSVKQQRSGTLLGITLFICLKKEQNKLKNSTLDLINLSEDHCDIWFRQFKKILAGFPNRPKSLKILLNPQSHKKEATQVYYEKVEPLLKLAGIKTDVTIMEYEGHALSLLKECELQGFDGGHRKPLFAIHWSVQRLFTGMQTLEPSVVCVGGDGSASEVAHALLLRAQKNAGMETDRILTPVRAQLPLGLIPAG.... Result: 0 (no interaction). (6) The miRNA is hsa-miR-548h-3p with sequence CAAAAACCGCAAUUACUUUUGCA. The protein sequence of the target gene is MKAMPWNWTCLLSHLLVVGMGSSTLLPRQPPQLSQKPSFVTFRGEPAEGFNHLVVDERTGHIYLGAVNRIYKLSSDLKVLVTHQTGPDEDNPKCYPPRIVQTCNEPLASTNNVNKMLLIDYKENRLIACGSLYQGICKLLRLEDLFKLGEPFHKKEHYLSGVNESGSVFGVIVSYSNFDDKLFIATAVDGKPEYFPTISSRKLTKNSEADGMFAYVFHDEFVASMIKIPSDTFTVIPDFDIYYVYGFSSGNFVYFLTLQPEMVSPPGSTTKEQVYTSKLVRLCKEDTAFNSYVEVPIGCE.... Result: 0 (no interaction). (7) Result: 0 (no interaction). The miRNA is hsa-miR-1250-3p with sequence ACAUUUUCCAGCCCAUUCA. The protein sequence of the target gene is MATKIDKEACRAAYNLVRDDGSAVIWVTFRYDGATIVPGDQGADYQHFIQQCTDDVRLFAFVRFTTGDAMSKRSKFALITWIGEDVSGLQRAKTGTDKTLVKEVVQNFAKEFVISDRKELEEDFIRSELKKAGGANYDAQSE.